The task is: Regression/Classification. Given a drug SMILES string, predict its absorption, distribution, metabolism, or excretion properties. Task type varies by dataset: regression for continuous measurements (e.g., permeability, clearance, half-life) or binary classification for categorical outcomes (e.g., BBB penetration, CYP inhibition). For this dataset (solubility_aqsoldb), we predict Y.. This data is from Aqueous solubility values for 9,982 compounds from the AqSolDB database. (1) The compound is O=C1C(Cl)=C(Cl)C(=O)C(Cl)=C1Cl. The Y is -5.09 log mol/L. (2) The drug is Cc1cc(=S)n(C)n1-c1ccccc1. The Y is -1.67 log mol/L. (3) The compound is [Mg+2].[Mg+2].[Nb+5].[Nb+5].[O-2].[O-2].[O-2].[O-2].[O-2].[O-2].[O-2]. The Y is -6.84 log mol/L. (4) The molecule is c1ccc2c(c1)Nc1ccc3ccccc3c1S2. The Y is -6.57 log mol/L. (5) The drug is Clc1cc(Cl)c(-c2cc(Cl)c(Cl)c(Cl)c2Cl)cc1Cl. The Y is -8.01 log mol/L.